Dataset: Full USPTO retrosynthesis dataset with 1.9M reactions from patents (1976-2016). Task: Predict the reactants needed to synthesize the given product. (1) Given the product [F:29][C:30]1[CH:38]=[CH:37][C:33]([C:34]([NH:16][C:13]2[CH:14]=[CH:15][C:7]3[CH:6]([CH2:1][CH:5]([CH3:4])[CH3:39])[O:10][B:9]([OH:11])[C:8]=3[CH:12]=2)=[O:35])=[CH:32][CH:31]=1, predict the reactants needed to synthesize it. The reactants are: [CH:1]1([CH:6]2[O:10][B:9]([OH:11])[C:8]3[CH:12]=[C:13]([NH:16]C(=O)C4C=CC=CC=4C(F)(F)F)[CH:14]=[CH:15][C:7]2=3)[CH2:5][CH2:4]CC1.[F:29][C:30]1[CH:38]=[CH:37][C:33]([C:34](Cl)=[O:35])=[CH:32][CH:31]=1.[CH2:39]([Mg]Br)C(C)C. (2) Given the product [C:46]([O:38][C@@H:31]([CH2:30]/[CH:29]=[CH:28]\[CH2:27][CH2:26][CH2:25][CH2:24][CH2:23][CH2:22][CH2:21][CH:10]([O:9][C:1]([O:2][CH2:3][CH2:4][CH2:5][N:6]([CH3:8])[CH3:7])=[O:39])[CH2:11][CH2:12][CH2:13][CH2:14][CH2:15][CH2:16][CH2:17][CH2:18][CH2:19][CH3:20])[CH2:32][CH2:33][CH2:34][CH2:35][CH2:36][CH3:37])(=[O:48])[CH3:47], predict the reactants needed to synthesize it. The reactants are: [C:1](=[O:39])([O:9][CH:10]([CH2:21][CH2:22][CH2:23][CH2:24][CH2:25][CH2:26][CH2:27]/[CH:28]=[CH:29]\[CH2:30][C@H:31]([OH:38])[CH2:32][CH2:33][CH2:34][CH2:35][CH2:36][CH3:37])[CH2:11][CH2:12][CH2:13][CH2:14][CH2:15][CH2:16][CH2:17][CH2:18][CH2:19][CH3:20])[O:2][CH2:3][CH2:4][CH2:5][N:6]([CH3:8])[CH3:7].N1C=CC=CC=1.[C:46](Cl)(=[O:48])[CH3:47]. (3) The reactants are: [F:1][C:2]([F:26])([C:16]([F:25])([F:24])[C:17]([F:23])([F:22])[C:18]([F:21])([F:20])[F:19])[CH2:3][CH2:4][O:5]S(C1(C)C=CC=CC1)(=O)=O.[C:27]([O-])(=[S:29])[CH3:28].[K+].Cl. Given the product [C:27]([O:5][CH2:4][CH2:3][C:2]([F:1])([F:26])[C:16]([F:24])([F:25])[C:17]([F:22])([F:23])[C:18]([F:19])([F:20])[F:21])(=[S:29])[CH3:28], predict the reactants needed to synthesize it. (4) Given the product [CH2:17]([C:16]1[C:6]2[C:5](=[CH:4][C:3]([O:2][CH3:1])=[C:8]([O:9][CH3:10])[CH:7]=2)[CH:11]=[C:12]([OH:14])[N:25]=1)[CH3:18], predict the reactants needed to synthesize it. The reactants are: [CH3:1][O:2][C:3]1[CH:4]=[C:5]([CH2:11][C:12]([O:14]C)=O)[CH:6]=[CH:7][C:8]=1[O:9][CH3:10].[C:16](OC(=O)CC)(=O)[CH2:17][CH3:18].[NH4+:25].[OH-]. (5) Given the product [F:1][C:2]1[CH:7]=[C:6]([N+:8]([O-:10])=[O:9])[CH:5]=[CH:4][C:3]=1[O:11][C:19]1[N:18]=[CH:17][N:16]=[C:15]([NH2:14])[CH:20]=1, predict the reactants needed to synthesize it. The reactants are: [F:1][C:2]1[CH:7]=[C:6]([N+:8]([O-:10])=[O:9])[CH:5]=[CH:4][C:3]=1[OH:11].[H-].[Na+].[NH2:14][C:15]1[CH:20]=[C:19](Cl)[N:18]=[CH:17][N:16]=1.[OH-].[Na+]. (6) Given the product [Cl:23][C:17]1[CH:18]=[C:19]([Cl:22])[CH:20]=[CH:21][C:16]=1[CH2:15][NH:14][C:12]1[N:11]2[N:24]=[CH:25][CH:26]=[C:10]2[N:9]=[C:8]([C:5]2[CH:6]=[CH:7][C:2]([NH:1][C:38](=[O:37])[N:28]([CH3:29])[CH3:27])=[CH:3][CH:4]=2)[CH:13]=1, predict the reactants needed to synthesize it. The reactants are: [NH2:1][C:2]1[CH:7]=[CH:6][C:5]([C:8]2[CH:13]=[C:12]([NH:14][CH2:15][C:16]3[CH:21]=[CH:20][C:19]([Cl:22])=[CH:18][C:17]=3[Cl:23])[N:11]3[N:24]=[CH:25][CH:26]=[C:10]3[N:9]=2)=[CH:4][CH:3]=1.[CH3:27][N:28](NC(Cl)=O)[CH3:29].C([O:37][CH2:38]C)(=O)C. (7) Given the product [CH3:1][C:2]1([CH3:14])[C:10]2[C:5](=[CH:6][C:7]([N+:11]([O-:13])=[O:12])=[CH:8][CH:9]=2)[N:4]([C:27]([O:26][C:23]([CH3:25])([CH3:24])[CH3:22])=[O:28])[CH2:3]1, predict the reactants needed to synthesize it. The reactants are: [CH3:1][C:2]1([CH3:14])[C:10]2[C:5](=[CH:6][C:7]([N+:11]([O-:13])=[O:12])=[CH:8][CH:9]=2)[NH:4][CH2:3]1.C(N(CC)CC)C.[CH3:22][C:23]([O:26][C:27](O[C:27]([O:26][C:23]([CH3:25])([CH3:24])[CH3:22])=[O:28])=[O:28])([CH3:25])[CH3:24]. (8) Given the product [C:22]([O:26][C:27]([NH:29][CH:30]([CH3:39])[C:31](=[O:38])[CH:32]([CH2:2][C:3]([C:5]1[CH:14]=[CH:13][CH:12]=[C:11]2[C:6]=1[N:7]=[C:8]([NH:16][CH2:17][C:18]([F:21])([F:20])[F:19])[C:9]([CH3:15])=[N:10]2)=[O:4])[C:33]([O:35][CH2:36][CH3:37])=[O:34])=[O:28])([CH3:24])([CH3:25])[CH3:23], predict the reactants needed to synthesize it. The reactants are: Br[CH2:2][C:3]([C:5]1[CH:14]=[CH:13][CH:12]=[C:11]2[C:6]=1[N:7]=[C:8]([NH:16][CH2:17][C:18]([F:21])([F:20])[F:19])[C:9]([CH3:15])=[N:10]2)=[O:4].[C:22]([O:26][C:27]([NH:29][C@H:30]([CH3:39])[C:31](=[O:38])[CH2:32][C:33]([O:35][CH2:36][CH3:37])=[O:34])=[O:28])([CH3:25])([CH3:24])[CH3:23].C([O-])([O-])=O.[K+].[K+]. (9) Given the product [Si:24]([O:23][CH2:22][CH:21]([CH3:41])[CH2:20][C@H:9]([P:4]([O:3][CH2:1][CH3:2])([O:6][CH2:7][CH3:8])=[O:5])[C:10]([O:12][C:13]([CH3:14])([CH3:16])[CH3:15])=[O:11])([C:37]([CH3:38])([CH3:39])[CH3:40])([C:31]1[CH:32]=[CH:33][CH:34]=[CH:35][CH:36]=1)[C:25]1[CH:30]=[CH:29][CH:28]=[CH:27][CH:26]=1, predict the reactants needed to synthesize it. The reactants are: [CH2:1]([O:3][P:4]([CH2:9][C:10]([O:12][C:13]([CH3:16])([CH3:15])[CH3:14])=[O:11])([O:6][CH2:7][CH3:8])=[O:5])[CH3:2].[H-].[Na+].Br[CH2:20][C@H:21]([CH3:41])[CH2:22][O:23][Si:24]([C:37]([CH3:40])([CH3:39])[CH3:38])([C:31]1[CH:36]=[CH:35][CH:34]=[CH:33][CH:32]=1)[C:25]1[CH:30]=[CH:29][CH:28]=[CH:27][CH:26]=1.